Dataset: Reaction yield outcomes from USPTO patents with 853,638 reactions. Task: Predict the reaction yield, written as a fraction of the theoretical maximum amount of product (1.0 means a 100% yield; for example, 0.34 means a 34% yield). (1) The reactants are F[C:2]1[CH:3]=[C:4]2[C:9](=[CH:10][C:11]=1[N+:12]([O-:14])=[O:13])[NH:8][C:7](=[O:15])[N:6]([NH:16][S:17]([CH3:20])(=[O:19])=[O:18])[C:5]2=[O:21].[NH:22]1[CH2:26][CH2:25][C@@H:24]([OH:27])[CH2:23]1. No catalyst specified. The product is [OH:27][C@@H:24]1[CH2:25][CH2:26][N:22]([C:2]2[CH:3]=[C:4]3[C:9](=[CH:10][C:11]=2[N+:12]([O-:14])=[O:13])[NH:8][C:7](=[O:15])[N:6]([NH:16][S:17]([CH3:20])(=[O:19])=[O:18])[C:5]3=[O:21])[CH2:23]1. The yield is 0.600. (2) The reactants are [Br:1][C:2]1[CH:10]=[CH:9][C:5]([C:6]([OH:8])=O)=[CH:4][CH:3]=1.BrC1C=CC=CC=1C(Cl)=O.[NH2:21][C:22]([CH3:26])([CH3:25])[CH2:23]O. The catalyst is C(Cl)Cl.S(Cl)(Cl)=O. The product is [Br:1][C:2]1[CH:3]=[CH:4][C:5]([C:6]2[O:8][CH2:23][C:22]([CH3:26])([CH3:25])[N:21]=2)=[CH:9][CH:10]=1. The yield is 0.670. (3) The reactants are [O:1]1[CH2:6][CH2:5][NH:4][C:3]2[N:7]=[CH:8][CH:9]=[CH:10][C:2]1=2.[C:11](O[C:11]([O:13][C:14]([CH3:17])([CH3:16])[CH3:15])=[O:12])([O:13][C:14]([CH3:17])([CH3:16])[CH3:15])=[O:12].[Li+].C[Si]([N-][Si](C)(C)C)(C)C. The catalyst is C1COCC1. The product is [C:14]([O:13][C:11]([N:4]1[CH2:5][CH2:6][O:1][C:2]2[CH:10]=[CH:9][CH:8]=[N:7][C:3]1=2)=[O:12])([CH3:17])([CH3:16])[CH3:15]. The yield is 0.800. (4) The reactants are C(OC(=O)N(CC)CC1C=NC=C(C2C=C3C(=CC=2)N(C2CCCCO2)N=C3C=O)C=1C)(C)(C)C.CCC(=O)C(=O)CC.C([O-])(=O)C.[NH4+].[C:49]([O:53][C:54](=[O:90])[N:55]([CH2:88][CH3:89])[CH2:56][C:57]1[CH:58]=[N:59][CH:60]=[C:61]([C:64]2[CH:65]=[C:66]3[C:70](=[CH:71][CH:72]=2)[N:69]([CH:73]2[CH2:78][CH2:77][CH2:76][CH2:75][O:74]2)[N:68]=[C:67]3[C:79]2[NH:83][C:82]3[CH2:84][CH2:85][CH2:86][CH2:87][C:81]=3[N:80]=2)[C:62]=1[CH3:63])([CH3:52])([CH3:51])[CH3:50]. No catalyst specified. The product is [C:49]([O:53][C:54](=[O:90])[N:55]([CH2:56][C:57]1[CH:58]=[N:59][CH:60]=[C:61]([C:64]2[CH:65]=[C:66]3[C:70](=[CH:71][CH:72]=2)[N:69]([CH:73]2[CH2:78][CH2:77][CH2:76][CH2:75][O:74]2)[N:68]=[C:67]3[C:79]2[NH:83][C:82]([CH2:84][CH3:85])=[C:81]([CH2:87][CH3:86])[N:80]=2)[C:62]=1[CH3:63])[CH2:88][CH3:89])([CH3:51])([CH3:52])[CH3:50]. The yield is 0.440. (5) The reactants are [Br:1][C:2]1[CH:3]=[CH:4][CH:5]=[C:6]2[C:10]=1[NH:9][C:8](=[O:11])[CH:7]2[C:12]1[C:20]([OH:21])=[CH:19][C:15]2[O:16][CH2:17][O:18][C:14]=2[CH:13]=1.[CH2:22]=[O:23].[OH-].[Na+].Cl. The catalyst is O. The product is [Br:1][C:2]1[CH:3]=[CH:4][CH:5]=[C:6]2[C:10]=1[NH:9][C:8](=[O:11])[C:7]2([C:12]1[C:20]([OH:21])=[CH:19][C:15]2[O:16][CH2:17][O:18][C:14]=2[CH:13]=1)[CH2:22][OH:23]. The yield is 0.530. (6) The reactants are [CH3:1][O:2][C:3](=[O:28])[C:4]1[CH:9]=[CH:8][C:7]([C:10](=[O:27])[CH2:11][C:12]2[CH:17]=[C:16]([C:18]3[S:19][CH:20]=[CH:21][CH:22]=3)[C:15]([O:23][CH3:24])=[C:14]([O:25][CH3:26])[CH:13]=2)=[CH:6][CH:5]=1.CO.C=O.N1CCCC[CH2:34]1. The product is [CH3:1][O:2][C:3](=[O:28])[C:4]1[CH:5]=[CH:6][C:7]([C:10](=[O:27])[C:11]([C:12]2[CH:17]=[C:16]([C:18]3[S:19][CH:20]=[CH:21][CH:22]=3)[C:15]([O:23][CH3:24])=[C:14]([O:25][CH3:26])[CH:13]=2)=[CH2:34])=[CH:8][CH:9]=1. The yield is 0.720. The catalyst is O.CC(O)=O.